The task is: Predict the reaction yield, written as a fraction of the theoretical maximum amount of product (1.0 means a 100% yield; for example, 0.34 means a 34% yield).. This data is from Reaction yield outcomes from USPTO patents with 853,638 reactions. (1) The reactants are [CH2:1]1[CH:5]2[CH2:6][NH:7][CH2:8][CH:4]2[CH2:3][N:2]1[C:9]([O:11][C:12]([CH3:15])([CH3:14])[CH3:13])=[O:10].CCN(CC)CC.Cl[CH2:24][CH2:25][S:26](Cl)(=[O:28])=[O:27].O. The catalyst is C(Cl)Cl. The product is [CH:25]([S:26]([N:7]1[CH2:6][CH:5]2[CH2:1][N:2]([C:9]([O:11][C:12]([CH3:15])([CH3:14])[CH3:13])=[O:10])[CH2:3][CH:4]2[CH2:8]1)(=[O:28])=[O:27])=[CH2:24]. The yield is 0.350. (2) The reactants are [NH2:1][C:2]1[S:3][CH:4]=[CH:5][N:6]=1.[CH:7]1[C:12]([S:13](Cl)(=[O:15])=[O:14])=[CH:11][CH:10]=[C:9]([I:17])[CH:8]=1.Cl.S1C(N)=NC=N1. The catalyst is N1C=CC=CC=1. The product is [I:17][C:9]1[CH:8]=[CH:7][C:12]([S:13]([NH:1][C:2]2[S:3][CH:4]=[CH:5][N:6]=2)(=[O:15])=[O:14])=[CH:11][CH:10]=1. The yield is 0.380. (3) The reactants are [N:1]1[N:5]2[CH:6]=[CH:7][C:8]([C:10]3[CH:20]=[CH:19][C:13]([C:14]([O:16][CH2:17][CH3:18])=[O:15])=[CH:12][CH:11]=3)=[N:9][C:4]2=[CH:3][CH:2]=1.C1C(=O)N([Br:28])C(=O)C1. The catalyst is C(Cl)Cl.C(#N)C. The product is [Br:28][C:3]1[CH:2]=[N:1][N:5]2[CH:6]=[CH:7][C:8]([C:10]3[CH:11]=[CH:12][C:13]([C:14]([O:16][CH2:17][CH3:18])=[O:15])=[CH:19][CH:20]=3)=[N:9][C:4]=12. The yield is 0.670. (4) The reactants are [Cl:1][C:2]1[C:3]([O:29][C:30]2[CH:35]=[CH:34][C:33]([C:36]3[CH:37]=[N:38][C:39]([C:42]([F:45])([F:44])[F:43])=[CH:40][CH:41]=3)=[CH:32][C:31]=2[C:46]2[CH:51]=[CH:50][N:49]=[N:48][CH:47]=2)=[CH:4][C:5]([F:28])=[C:6]([S:8]([N:11](CC2C=CC(OC)=CC=2OC)[C:12]2[S:13][CH:14]=[N:15][N:16]=2)(=[O:10])=[O:9])[CH:7]=1.O1CCOCC1. The catalyst is Cl. The product is [Cl:1][C:2]1[C:3]([O:29][C:30]2[CH:35]=[CH:34][C:33]([C:36]3[CH:37]=[N:38][C:39]([C:42]([F:43])([F:45])[F:44])=[CH:40][CH:41]=3)=[CH:32][C:31]=2[C:46]2[CH:51]=[CH:50][N:49]=[N:48][CH:47]=2)=[CH:4][C:5]([F:28])=[C:6]([S:8]([NH:11][C:12]2[S:13][CH:14]=[N:15][N:16]=2)(=[O:9])=[O:10])[CH:7]=1. The yield is 0.800. (5) The reactants are [CH3:1][N:2]1[C:6]([C:7]2[CH:8]=[C:9]([C:13]([OH:15])=O)[O:10][C:11]=2[CH3:12])=[C:5]([CH3:16])[CH:4]=[N:3]1.[NH2:17][C@@H:18]([CH2:31][C:32]1[CH:37]=[CH:36][CH:35]=[CH:34][C:33]=1[C:38]([F:41])([F:40])[F:39])[CH2:19][N:20]1[C:28](=[O:29])[C:27]2[C:22](=[CH:23][CH:24]=[CH:25][CH:26]=2)[C:21]1=[O:30].C(N(CC)C(C)C)(C)C.F[P-](F)(F)(F)(F)F.Br[P+](N1CCCC1)(N1CCCC1)N1CCCC1. The catalyst is ClCCl. The product is [CH3:1][N:2]1[C:6]([C:7]2[CH:8]=[C:9]([C:13]([NH:17][C@@H:18]([CH2:31][C:32]3[CH:37]=[CH:36][CH:35]=[CH:34][C:33]=3[C:38]([F:41])([F:39])[F:40])[CH2:19][N:20]3[C:28](=[O:29])[C:27]4[C:22](=[CH:23][CH:24]=[CH:25][CH:26]=4)[C:21]3=[O:30])=[O:15])[O:10][C:11]=2[CH3:12])=[C:5]([CH3:16])[CH:4]=[N:3]1. The yield is 0.850. (6) The reactants are [NH2:1][C:2]1[C:11]2[C:6](=[CH:7][C:8]([CH2:12][NH:13][C:14]([C@@H:16]3[CH2:20][CH2:19][CH2:18][N:17]3[C:21](=[O:40])[C@H:22]([NH:36][C:37](=[O:39])[CH3:38])[CH2:23][C:24]3[CH:29]=[CH:28][C:27](C4C=CC=CC=4)=[CH:26][CH:25]=3)=[O:15])=[CH:9][CH:10]=2)[CH:5]=[CH:4][N:3]=1.N1CCC[C@H]1C(O)=O. No catalyst specified. The product is [NH2:1][C:2]1[C:11]2[C:6](=[CH:7][C:8]([CH2:12][NH:13][C:14]([C@@H:16]3[CH2:20][CH2:19][CH2:18][N:17]3[C:21](=[O:40])[C@H:22]([NH:36][C:37](=[O:39])[CH3:38])[CH2:23][C:24]3[CH:25]=[CH:26][CH:27]=[CH:28][CH:29]=3)=[O:15])=[CH:9][CH:10]=2)[CH:5]=[CH:4][N:3]=1. The yield is 0.470. (7) The reactants are [F:1][C:2]([F:17])([F:16])[C:3]1[CH:4]=[CH:5][C:6]([C:9]2[CH:14]=[CH:13][NH:12][C:11](=[O:15])[CH:10]=2)=[N:7][CH:8]=1.Br[C:19]1[CH:27]=[C:26]2[C:22]([C:23]3[CH2:41][CH2:40][N:39]([C:42]([O:44][C:45]([CH3:48])([CH3:47])[CH3:46])=[O:43])[CH2:38][C:24]=3[N:25]2[S:28]([C:31]2[CH:37]=[CH:36][C:34]([CH3:35])=[CH:33][CH:32]=2)(=[O:30])=[O:29])=[CH:21][CH:20]=1. No catalyst specified. The product is [O:15]=[C:11]1[CH:10]=[C:9]([C:6]2[CH:5]=[CH:4][C:3]([C:2]([F:1])([F:16])[F:17])=[CH:8][N:7]=2)[CH:14]=[CH:13][N:12]1[C:19]1[CH:27]=[C:26]2[C:22]([C:23]3[CH2:41][CH2:40][N:39]([C:42]([O:44][C:45]([CH3:48])([CH3:47])[CH3:46])=[O:43])[CH2:38][C:24]=3[N:25]2[S:28]([C:31]2[CH:32]=[CH:33][C:34]([CH3:35])=[CH:36][CH:37]=2)(=[O:30])=[O:29])=[CH:21][CH:20]=1. The yield is 0.400. (8) The catalyst is CN(C=O)C.C(N(CC)C(C)C)(C)C. The reactants are [NH2:1][C:2]1[C:3]([C:9]([OH:11])=O)=[N:4][C:5]([I:8])=[CH:6][N:7]=1.C1CN([P+](ON2N=NC3C=CC=CC2=3)(N2CCCC2)N2CCCC2)CC1.F[P-](F)(F)(F)(F)F.Cl.[CH3:46][NH:47][O:48][CH3:49]. The product is [CH3:49][O:48][N:47]([CH3:46])[C:9]([C:3]1[C:2]([NH2:1])=[N:7][CH:6]=[C:5]([I:8])[N:4]=1)=[O:11]. The yield is 0.580. (9) The reactants are ClC1C=C(C2[O:12]N=C(C(=O)C)C=2)C=CC=1.C[Mg]I.O1CCCC1.C(N(CC)CC)C.[CH2:31]([O:33][C:34]([C:36]1[CH:40]=[C:39]([C:41]2[CH:46]=[CH:45][CH:44]=[C:43]([Cl:47])[CH:42]=2)[O:38]N=1)=[O:35])[CH3:32].Cl. The catalyst is C1(C)C=CC=CC=1. The product is [CH2:31]([O:33][C:34](=[O:35])[C:36](=[O:12])[CH2:40][C:39]([C:41]1[CH:46]=[CH:45][CH:44]=[C:43]([Cl:47])[CH:42]=1)=[O:38])[CH3:32]. The yield is 0.600.